The task is: Predict the reaction yield, written as a fraction of the theoretical maximum amount of product (1.0 means a 100% yield; for example, 0.34 means a 34% yield).. This data is from Reaction yield outcomes from USPTO patents with 853,638 reactions. (1) The reactants are [F:1][C:2]([F:14])([F:13])[O:3][C:4]1[CH:5]=[C:6]([CH:10]=[CH:11][CH:12]=1)[C:7](Cl)=[O:8].[CH2:15]([NH:22][C:23]([C:25]1[S:29][C:28]([NH2:30])=[N:27][C:26]=1[CH3:31])=[O:24])[C:16]1[CH:21]=[CH:20][CH:19]=[CH:18][CH:17]=1. No catalyst specified. The product is [CH2:15]([NH:22][C:23]([C:25]1[S:29][C:28]([NH:30][C:7](=[O:8])[C:6]2[CH:10]=[CH:11][CH:12]=[C:4]([O:3][C:2]([F:14])([F:13])[F:1])[CH:5]=2)=[N:27][C:26]=1[CH3:31])=[O:24])[C:16]1[CH:21]=[CH:20][CH:19]=[CH:18][CH:17]=1. The yield is 0.280. (2) The reactants are [NH2:1][C:2]1[CH:10]=[CH:9][C:5]([C:6]([OH:8])=[O:7])=[CH:4][C:3]=1[C:11]([OH:13])=O.[CH3:14][NH:15][CH:16]=O. No catalyst specified. The product is [CH3:14][N:15]1[C:11](=[O:13])[C:3]2[C:2](=[CH:10][CH:9]=[C:5]([C:6]([OH:8])=[O:7])[CH:4]=2)[N:1]=[CH:16]1. The yield is 0.450. (3) The product is [NH2:6][C:3]1[CH:4]=[CH:5][N:1]([C:19]2[CH:20]=[N:21][CH:22]=[CH:23][CH:24]=2)[N:2]=1. The reactants are [NH:1]1[CH:5]=[CH:4][C:3]([NH2:6])=[N:2]1.C(=O)([O-])[O-].[K+].[K+].CN(C)C=O.Br[C:19]1[CH:20]=[N:21][CH:22]=[CH:23][CH:24]=1. The yield is 0.570. The catalyst is O.[Cu]Cl. (4) The reactants are [C:1]([C:5]1[C:6]2[C:16](=[O:17])[CH2:15][CH2:14][C:7]=2[NH:8][C:9]=1[C:10]([O:12]C)=[O:11])([CH3:4])([CH3:3])[CH3:2].O.[OH-].[Li+]. No catalyst specified. The product is [C:1]([C:5]1[C:6]2[C:16](=[O:17])[CH2:15][CH2:14][C:7]=2[NH:8][C:9]=1[C:10]([OH:12])=[O:11])([CH3:4])([CH3:2])[CH3:3]. The yield is 0.370. (5) The reactants are [Br:1][C:2]1[CH:7]=[CH:6][C:5]([N+:8]([O-:10])=[O:9])=[C:4](F)[CH:3]=1.Cl.[CH3:13][NH2:14]. The catalyst is CS(C)=O. The product is [Br:1][C:2]1[CH:7]=[CH:6][C:5]([N+:8]([O-:10])=[O:9])=[C:4]([CH:3]=1)[NH:14][CH3:13]. The yield is 0.980.